This data is from Catalyst prediction with 721,799 reactions and 888 catalyst types from USPTO. The task is: Predict which catalyst facilitates the given reaction. (1) The catalyst class is: 5. Reactant: [NH:1]1[C:9]2[C:4](=[CH:5][C:6]([NH:10][CH:11]3[CH2:16][CH2:15][C:14](=O)[CH2:13][CH2:12]3)=[CH:7][CH:8]=2)[CH:3]=[N:2]1.Cl.[F:19][CH2:20][CH2:21][NH2:22].C(O[BH-](OC(=O)C)OC(=O)C)(=O)C.[Na+].Cl.CO. Product: [F:19][CH2:20][CH2:21][NH:22][CH:14]1[CH2:15][CH2:16][CH:11]([NH:10][C:6]2[CH:5]=[C:4]3[C:9](=[CH:8][CH:7]=2)[NH:1][N:2]=[CH:3]3)[CH2:12][CH2:13]1. (2) Reactant: [NH2:1][C:2]1[C:54]([C:55]([F:58])([F:57])[F:56])=[CH:53][C:5]([CH2:6][C@@H:7]([CH2:32][C:33](=[O:52])[N:34]2[CH2:39][CH2:38][CH:37]([N:40]3[CH2:46][CH2:45][C:44]4[CH:47]=[CH:48][CH:49]=[CH:50][C:43]=4[NH:42][C:41]3=[O:51])[CH2:36][CH2:35]2)[C:8]([N:10]2[CH2:15][CH2:14][CH:13]([N:16]3[CH2:21][CH2:20][N:19](C(OCC4C=CC=CC=4)=O)[CH2:18][CH2:17]3)[CH2:12][CH2:11]2)=[O:9])=[CH:4][C:3]=1[Cl:59]. Product: [NH2:1][C:2]1[C:54]([C:55]([F:57])([F:56])[F:58])=[CH:53][C:5]([CH2:6][C@@H:7]([CH2:32][C:33]([N:34]2[CH2:35][CH2:36][CH:37]([N:40]3[CH2:46][CH2:45][C:44]4[CH:47]=[CH:48][CH:49]=[CH:50][C:43]=4[NH:42][C:41]3=[O:51])[CH2:38][CH2:39]2)=[O:52])[C:8]([N:10]2[CH2:15][CH2:14][CH:13]([N:16]3[CH2:17][CH2:18][NH:19][CH2:20][CH2:21]3)[CH2:12][CH2:11]2)=[O:9])=[CH:4][C:3]=1[Cl:59]. The catalyst class is: 227. (3) Reactant: [CH2:1]([O:3][C:4]([C:6]1[N:7]=[C:8](Cl)[O:9][CH:10]=1)=[O:5])[CH3:2].[O:12]1[C:16]2[CH:17]=[CH:18][C:19](B(O)O)=[CH:20][C:15]=2[CH2:14][CH2:13]1.C(=O)([O-])[O-].[Na+].[Na+]. Product: [O:12]1[C:16]2[CH:17]=[CH:18][C:19]([C:8]3[O:9][CH:10]=[C:6]([C:4]([O:3][CH2:1][CH3:2])=[O:5])[N:7]=3)=[CH:20][C:15]=2[CH2:14][CH2:13]1. The catalyst class is: 104.